This data is from Reaction yield outcomes from USPTO patents with 853,638 reactions. The task is: Predict the reaction yield, written as a fraction of the theoretical maximum amount of product (1.0 means a 100% yield; for example, 0.34 means a 34% yield). (1) The reactants are Cl[C:2]1[CH:9]=[CH:8][C:5]([C:6]#[N:7])=[CH:4][CH:3]=1.[NH:10]1[CH2:14][CH2:13][CH2:12][CH2:11]1. No catalyst specified. The product is [N:10]1([C:2]2[CH:9]=[CH:8][C:5]([C:6]#[N:7])=[CH:4][CH:3]=2)[CH2:14][CH2:13][CH2:12][CH2:11]1. The yield is 0.330. (2) The reactants are [CH:1]1([O:4][C:5]2[CH:6]=[C:7]([C:15]3[N:32](COCC[Si](C)(C)C)[C:18]4[CH:19]=[N:20][N:21]([CH2:24][O:25][CH2:26][CH2:27][Si:28]([CH3:31])([CH3:30])[CH3:29])[C:22](=[O:23])[C:17]=4[C:16]=3[C:41]3[CH:42]=[N:43][N:44](COCC[Si](C)(C)C)[CH:45]=3)[CH:8]=[CH:9][C:10]=2[O:11][CH:12]([F:14])[F:13])[CH2:3][CH2:2]1.C1(OC2C=C(C3N(COCC[Si](C)(C)C)C4C=NN(COCC[Si](C)(C)C)C(=O)C=4C=3C)C=CC=2OC(F)F)CC1. No catalyst specified. The product is [CH:1]1([O:4][C:5]2[CH:6]=[C:7]([C:15]3[NH:32][C:18]4[CH:19]=[N:20][N:21]([CH2:24][O:25][CH2:26][CH2:27][Si:28]([CH3:31])([CH3:30])[CH3:29])[C:22](=[O:23])[C:17]=4[C:16]=3[C:41]3[CH:42]=[N:43][NH:44][CH:45]=3)[CH:8]=[CH:9][C:10]=2[O:11][CH:12]([F:14])[F:13])[CH2:2][CH2:3]1. The yield is 0.790. (3) The reactants are S(=O)(=O)(O)O.N[C:7]1[CH:16]=[C:15]2[C:10]([C:11]([Br:21])=[N:12][N:13]([CH:18]([CH3:20])[CH3:19])[C:14]2=[O:17])=[CH:9][CH:8]=1.N([O-])=[O:23].[Na+].NC(N)=O. The catalyst is CC(O)=O.O. The product is [OH:23][C:7]1[CH:16]=[C:15]2[C:10]([C:11]([Br:21])=[N:12][N:13]([CH:18]([CH3:20])[CH3:19])[C:14]2=[O:17])=[CH:9][CH:8]=1. The yield is 0.930. (4) The yield is 0.780. The catalyst is COCCOC.C1C=CC([P]([Pd]([P](C2C=CC=CC=2)(C2C=CC=CC=2)C2C=CC=CC=2)([P](C2C=CC=CC=2)(C2C=CC=CC=2)C2C=CC=CC=2)[P](C2C=CC=CC=2)(C2C=CC=CC=2)C2C=CC=CC=2)(C2C=CC=CC=2)C2C=CC=CC=2)=CC=1. The product is [F:33][C:34]1[CH:35]=[C:36]([C:8]2[N:9]=[C:10]([CH3:32])[C:11]3[CH:16]([CH3:17])[CH2:15][N:14]([C:18]4[CH:23]=[CH:22][C:21]([CH2:24][C:25]([O:27][C:28]([CH3:31])([CH3:30])[CH3:29])=[O:26])=[CH:20][CH:19]=4)[C:12]=3[N:13]=2)[CH:37]=[CH:38][C:39]=1[O:40][CH3:41]. The reactants are C([O-])([O-])=O.[Na+].[Na+].Cl[C:8]1[N:9]=[C:10]([CH3:32])[C:11]2[CH:16]([CH3:17])[CH2:15][N:14]([C:18]3[CH:23]=[CH:22][C:21]([CH2:24][C:25]([O:27][C:28]([CH3:31])([CH3:30])[CH3:29])=[O:26])=[CH:20][CH:19]=3)[C:12]=2[N:13]=1.[F:33][C:34]1[CH:35]=[C:36](B(O)O)[CH:37]=[CH:38][C:39]=1[O:40][CH3:41].O. (5) The reactants are CCN(C(C)C)C(C)C.C1C=CC2N(O)N=NC=2C=1.CCN=C=NCCCN(C)C.[OH:31][C:32]1[CH:33]=[C:34]([C:38]2[O:42][N:41]=[C:40]([C:43]([OH:45])=O)[CH:39]=2)[CH:35]=[CH:36][CH:37]=1.OC1C=C(C(=O)C)C=CC=1.Cl.[NH2:57][CH2:58][C:59]([N:61]1[CH2:66][CH2:65][N:64]([C:67](=[O:79])[C:68]2[CH:73]=[C:72]([F:74])[CH:71]=[CH:70][C:69]=2[C:75]([F:78])([F:77])[F:76])[CH2:63][CH2:62]1)=[O:60].FC1C=CC(C(F)(F)F)=C(C=1)C(O)=O. The product is [F:74][C:72]1[CH:71]=[CH:70][C:69]([C:75]([F:77])([F:76])[F:78])=[C:68]([CH:73]=1)[C:67]([N:64]1[CH2:65][CH2:66][N:61]([C:59](=[O:60])[CH2:58][NH:57][C:43]([C:40]2[CH:39]=[C:38]([C:34]3[CH:35]=[CH:36][CH:37]=[C:32]([OH:31])[CH:33]=3)[O:42][N:41]=2)=[O:45])[CH2:62][CH2:63]1)=[O:79]. The catalyst is CN(C=O)C.O. The yield is 0.275. (6) The reactants are [OH:1][C@@H:2]1[CH2:5][C@H:4]([C:6]([O:8][CH2:9][CH3:10])=[O:7])[CH2:3]1.C([O-])([O-])=O.[K+].[K+].Br[CH2:18][C:19]1[CH:26]=[CH:25][C:22]([C:23]#[N:24])=[CH:21][CH:20]=1. The catalyst is CN(C=O)C. The product is [C:23]([C:22]1[CH:25]=[CH:26][C:19]([CH2:18][O:1][C@@H:2]2[CH2:5][C@H:4]([C:6]([O:8][CH2:9][CH3:10])=[O:7])[CH2:3]2)=[CH:20][CH:21]=1)#[N:24]. The yield is 0.950. (7) The reactants are [CH3:1][C:2]1[N:3]=[C:4]([NH2:8])[S:5][C:6]=1[CH3:7].[CH3:9][O:10][CH2:11][CH2:12][Br:13]. No catalyst specified. The product is [BrH:13].[CH3:9][O:10][CH2:11][CH2:12][N:3]1[C:2]([CH3:1])=[C:6]([CH3:7])[S:5][C:4]1=[NH:8]. The yield is 0.560. (8) The reactants are [C:1]([O:5][C:6]([N:8]1[CH2:16][CH2:15][C:14]2[NH:13][C:12]3[N:17]=[CH:18][C:19](Cl)=[CH:20][C:11]=3[C:10]=2[CH2:9]1)=[O:7])([CH3:4])([CH3:3])[CH3:2].[CH3:22][O:23][C:24]1[CH:29]=[CH:28][C:27]([NH2:30])=[CH:26][CH:25]=1.CC(C1C=C(C(C)C)C(C2C=CC=CC=2P(C2CCCCC2)C2CCCCC2)=C(C(C)C)C=1)C.[OH-].[K+]. The catalyst is C(O)(CC)(C)C.CC([O-])=O.CC([O-])=O.[Pd+2]. The product is [C:1]([O:5][C:6]([N:8]1[CH2:16][CH2:15][C:14]2[NH:13][C:12]3[N:17]=[CH:18][C:19]([NH:30][C:27]4[CH:28]=[CH:29][C:24]([O:23][CH3:22])=[CH:25][CH:26]=4)=[CH:20][C:11]=3[C:10]=2[CH2:9]1)=[O:7])([CH3:4])([CH3:3])[CH3:2]. The yield is 0.130.